Dataset: Full USPTO retrosynthesis dataset with 1.9M reactions from patents (1976-2016). Task: Predict the reactants needed to synthesize the given product. (1) The reactants are: [Br:1][C:2]1[CH:7]=[CH:6][C:5]([C:8](=O)[CH:9](OCC)OCC)=[CH:4][C:3]=1[F:17].[OH-].[K+].C(=O)(O)O.[NH2:24][NH:25][C:26]([NH2:28])=[NH:27].Cl.C(=O)(O)[O-].[Na+]. Given the product [Br:1][C:2]1[CH:7]=[CH:6][C:5]([C:8]2[N:24]=[N:25][C:26]([NH2:28])=[N:27][CH:9]=2)=[CH:4][C:3]=1[F:17], predict the reactants needed to synthesize it. (2) Given the product [Cl:1][C:2]1[CH:7]=[CH:6][C:5]([C:8]2[C:21]([C:22](=[O:24])[CH3:23])=[C:20]([C:14]3[CH:19]=[CH:18][CH:17]=[CH:16][CH:15]=3)[S:10][N:9]=2)=[CH:4][CH:3]=1, predict the reactants needed to synthesize it. The reactants are: [Cl:1][C:2]1[CH:7]=[CH:6][C:5]([C:8]2OC(=O)[S:10][N:9]=2)=[CH:4][CH:3]=1.[C:14]1([C:20]#[C:21][C:22](=[O:24])[CH3:23])[CH:19]=[CH:18][CH:17]=[CH:16][CH:15]=1.[Cl-].[Al+3].[Cl-].[Cl-].C(=O)([O-])O.[Na+].